Task: Binary Classification. Given a miRNA mature sequence and a target amino acid sequence, predict their likelihood of interaction.. Dataset: Experimentally validated miRNA-target interactions with 360,000+ pairs, plus equal number of negative samples (1) The miRNA is hsa-miR-1273c with sequence GGCGACAAAACGAGACCCUGUC. The protein sequence of the target gene is MQEIIASVDHIKFDLEIAVEQQLGAQPLPFPGMDKSGAAVCEFFLKAACGKGGMCPFRHISGEKTVVCKHWLRGLCKKGDQCEFLHEYDMTKMPECYFYSKFGECSNKECPFLHIDPESKIKDCPWYDRGFCKHGPLCRHRHTRRVICVNYLVGFCPEGPSCKFMHPRFELPMGTTEQPPLPQQTQPPAKQSNNPPLQRSSSLIQLTSQNSSPNQQRTPQVIGVMQSQNSSAGNRGPRPLEQVTCYKCGEKGHYANRCTKGHLAFLSGQ. Result: 0 (no interaction). (2) The miRNA is hsa-miR-759 with sequence GCAGAGUGCAAACAAUUUUGAC. The protein sequence of the target gene is MKVVPEKNAVRILWGRERGARAMGAQRLLQELVEDKTRWMKWEGKRVELPDSPRSTFLLAFSPDRTLLASTHVNHNIYITEVKTGKCVHSLIGHRRTPWCVTFHPTISGLIASGCLDGEVRIWDLHGGSESWFTDSNNAIASLAFHPTAQLLLIATANEIHFWDWSRREPFAVVKTASEMERVRLVRFDPLGHYLLTAIVNPSNQQGDDEPEIPIDGTELSHYRQRALLQSQPVRRTPLLHNFLHMLSSRSSGIQVGEQSTVQDSATPSPPPPPPQPSTERPRTSAYIRLRQRVSYPTAE.... Result: 1 (interaction). (3) The miRNA is hsa-miR-520f-3p with sequence AAGUGCUUCCUUUUAGAGGGUU. The protein sequence of the target gene is MAVQPKDTLQLDSAAEVGFVRFFQGMPEKPTTTVRLFDRGDFYTAHREDALLAAREVFKTQGVVKYMGPAGAKTLESVVLSKMNFESFVKDLLLVRQYRVEVYKNRAGNKASKENDWYLAFKASPGNLSQFEDILFGNNDMSASIGVVGVKMSTVDGQRQVGVGYVDSTQRKLGLCEFPDNDQFSNLEALLIQIGPKECVMPGGETAGDMGKLRQVIQRGGILITERKRADFSTKDIYQDLNRLLKGKKGEQVNSAVLPEMENQVAVSSLSAVIKFLELLSDDSNFGQFELTTFDFSQYM.... Result: 0 (no interaction). (4) The miRNA is hsa-miR-4740-5p with sequence AGGACUGAUCCUCUCGGGCAGG. The protein sequence of the target gene is MASTTAGRRWPPRRRSSRRGPTPRSRAPGAKLSAPEAGPPRRGPLPRGGAGRDTLLGAKATPSSPAARRYVTALGPPQPRGSTDSACAALPQPVPHEPREAAFRLAPASERGASVSPARIPRRRRRVPAMWDPRAARTPPRELAMLLCNKSNAFYNLGKWNEAFLAAKECLQWDPTYVKGYYRAGYSLLHLLQPYEAARMFFEGLRLLQRSPDQLQVPDFLVGIFTTMSSDSIVLQSFLPCFDHIFTTGFSTEVWQYVIQKLAKKGLWHSFLLLSAKKDRLPSNIHVSELSLQSLFEKYV.... Result: 0 (no interaction). (5) The miRNA is mmu-miR-7052-3p with sequence GCUCUGCCCCCUCCUUCCCAG. The protein sequence of the target gene is MAAVGSGGYARNDAGEKLPSVMAGVPARRGQSSPPPAPPICLRRRTRLSTASEETVQNRVSLEKVLGITAQNSSGLTCDPGTGHVAYLAGCVVVILDPKENKQQHIFNTARKSLSALAFSPDGKYIVTGENGHRPAVRIWDVEEKNQVAEMLGHKYGVACVAFSPNMKHIVSMGYQHDMVLNVWDWKKDIVVASNKVSCRVIALSFSEDSSYFVTVGNRHVRFWFLEVSTETKVTSTVPLVGRSGILGELHNNIFCGVACGRGRMAGSTFCVSYSGLLCQFNEKRVLEKWINLKVSLSSC.... Result: 0 (no interaction). (6) The miRNA is hsa-miR-610 with sequence UGAGCUAAAUGUGUGCUGGGA. The protein sequence of the target gene is MYPICTVVVDGLPSESSSSSYPGPVSVSEMSLLHALGPVQTWLGQELEKCGIDAMIYTRYVLSLLLHDSYDYDLQEQENDIFLGWEKGAYKKWGKSKKKCSDLTLEEMKKQAAVQCLRSASDESSGIETLVEELCSRLKDLQSKQEEKIHKKLEGSPSPEAELSPPAKDQVEMYYEAFPPLSEKPVCLQEIMTVWNKSKVCSYSSSSSSSTAPPASTDTSSPKDCNSESEVTKERSSEVPTTVHEKTQSKSKNEKENKFSNGTIEEKPALYKKQIRHKPEGKIRPRSWSSGSSEAGSSSS.... Result: 0 (no interaction). (7) The miRNA is mmu-miR-743a-3p with sequence GAAAGACACCAAGCUGAGUAGA. The protein sequence of the target gene is MSLALRGELVVDKTKRKKRRELSEEQKQEIKDAFELFDTDKDQAIDYHELKVAMRALGFDVKKADVLKILKDYDREATGKITFEDFNEVVTDWILERDPHEEILKAFKLFDDDDSGKISLRNLRRVARELGENMSDEELRAMIEEFDKDGDGEINQEEFIAIMTGDI. Result: 1 (interaction).